This data is from Reaction yield outcomes from USPTO patents with 853,638 reactions. The task is: Predict the reaction yield, written as a fraction of the theoretical maximum amount of product (1.0 means a 100% yield; for example, 0.34 means a 34% yield). The reactants are [N+:1]([C:4]1[CH:12]=[C:11]2[C:7]([C:8]([C:13]#[N:14])=[CH:9][NH:10]2)=[CH:6][CH:5]=1)([O-])=O. The catalyst is CCO.[Pd]. The product is [NH2:1][C:4]1[CH:12]=[C:11]2[C:7]([C:8]([C:13]#[N:14])=[CH:9][NH:10]2)=[CH:6][CH:5]=1. The yield is 0.990.